Predict the product of the given reaction. From a dataset of Forward reaction prediction with 1.9M reactions from USPTO patents (1976-2016). (1) Given the reactants [Cl:1][C:2]1[C:7]([C:8]([OH:10])=[O:9])=[CH:6][CH:5]=[C:4]([C:11]2[CH:16]=[CH:15][CH:14]=[CH:13][C:12]=2[O:17][CH3:18])[N:3]=1.[CH3:19][Si](C=[N+]=[N-])(C)C.C(O)(=O)C, predict the reaction product. The product is: [Cl:1][C:2]1[C:7]([C:8]([O:10][CH3:19])=[O:9])=[CH:6][CH:5]=[C:4]([C:11]2[CH:16]=[CH:15][CH:14]=[CH:13][C:12]=2[O:17][CH3:18])[N:3]=1. (2) Given the reactants [N:1]1[CH:6]=[CH:5][CH:4]=[CH:3][C:2]=1[S:7][C:8]1[CH:13]=[CH:12][C:11]([N+:14]([O-])=O)=[CH:10][CH:9]=1.C([O-])([O-])=O.[K+].[K+], predict the reaction product. The product is: [N:1]1[CH:6]=[CH:5][CH:4]=[CH:3][C:2]=1[S:7][C:8]1[CH:13]=[CH:12][C:11]([NH2:14])=[CH:10][CH:9]=1. (3) Given the reactants [C:1]([O:5][C:6](=[O:24])[NH:7][CH2:8][C:9]1[CH:14]=[C:13]([O:15][CH:16]2[CH2:20][CH2:19][O:18][CH2:17]2)[CH:12]=[CH:11][C:10]=1[N+:21]([O-])=O)([CH3:4])([CH3:3])[CH3:2].[Cl-].[NH4+].C(O)C, predict the reaction product. The product is: [C:1]([O:5][C:6](=[O:24])[NH:7][CH2:8][C:9]1[CH:14]=[C:13]([O:15][CH:16]2[CH2:20][CH2:19][O:18][CH2:17]2)[CH:12]=[CH:11][C:10]=1[NH2:21])([CH3:4])([CH3:2])[CH3:3]. (4) Given the reactants C(OC(=O)[NH:7][C:8]1[CH:13]=[CH:12][C:11]([CH2:14][CH2:15][C:16]2[CH:21]=[CH:20][CH:19]=[CH:18][CH:17]=2)=[CH:10][CH:9]=1)(C)(C)C.C(O)(C(F)(F)F)=O, predict the reaction product. The product is: [CH2:14]([C:11]1[CH:10]=[CH:9][C:8]([NH2:7])=[CH:13][CH:12]=1)[CH2:15][C:16]1[CH:17]=[CH:18][CH:19]=[CH:20][CH:21]=1.